Predict the reactants needed to synthesize the given product. From a dataset of Full USPTO retrosynthesis dataset with 1.9M reactions from patents (1976-2016). (1) Given the product [C:29]([C:23]1[CH:22]=[C:21]([N:18]([CH2:27][CH2:28][CH2:21][CH2:22][CH2:23][CH2:32][CH3:33])[CH2:17][CH2:16][C:14]2[N:15]=[C:11]([S:10][C:7]([CH3:8])([CH3:9])[C:6]([OH:5])=[O:19])[S:12][CH:13]=2)[CH:28]=[CH:27][C:24]=1[C:25]#[N:26])#[N:30], predict the reactants needed to synthesize it. The reactants are: C([O:5][C:6](=[O:19])[C:7]([S:10][C:11]1[S:12][CH:13]=[C:14]([CH2:16][CH2:17][NH2:18])[N:15]=1)([CH3:9])[CH3:8])(C)(C)C.F[C:21]1[CH:22]=[C:23]([C:29]#[N:30])[C:24](=[CH:27][CH:28]=1)[C:25]#[N:26].F[C:32](F)(F)[C:33](O)=O. (2) Given the product [CH2:17]([N:11]1[C:12]([CH2:15][OH:16])=[CH:13][N:14]=[CH:10]1)[CH2:18][CH3:19], predict the reactants needed to synthesize it. The reactants are: N([O-])=O.[Na+].[N+]([O-])(O)=O.S[C:10]1[N:11]([CH2:17][CH2:18][CH3:19])[C:12]([CH2:15][OH:16])=[CH:13][N:14]=1.C(=O)([O-])[O-].[Na+].[Na+]. (3) The reactants are: [Br:1][C:2]1[CH:3]=[C:4]([C:13]([O:15][CH3:16])=[O:14])[CH:5]=[C:6]2[C:11]=1[NH:10][CH:9]=[CH:8][C:7]2=O.P(Br)(Br)[Br:18].C([O-])(O)=O.[Na+]. Given the product [Br:18][C:7]1[C:6]2[C:11](=[C:2]([Br:1])[CH:3]=[C:4]([C:13]([O:15][CH3:16])=[O:14])[CH:5]=2)[N:10]=[CH:9][CH:8]=1, predict the reactants needed to synthesize it. (4) Given the product [Br:1][C:2]1[CH:3]=[C:4]([F:15])[C:5]2[O:10][C:11]([C:12]([OH:14])=[O:13])=[CH:8][C:6]=2[CH:7]=1, predict the reactants needed to synthesize it. The reactants are: [Br:1][C:2]1[CH:7]=[C:6]([CH:8]=O)[C:5]([O:10][CH2:11][C:12]([OH:14])=[O:13])=[C:4]([F:15])[CH:3]=1.C([O-])(=O)C.[Na+].[OH-].[Na+].